Dataset: Full USPTO retrosynthesis dataset with 1.9M reactions from patents (1976-2016). Task: Predict the reactants needed to synthesize the given product. Given the product [C:14]1([CH3:25])[CH:15]=[CH:16][C:17]([S:20]([O-:23])(=[O:21])=[O:22])=[CH:18][CH:19]=1.[CH2:7]([O:6][C:1](=[O:5])[C:2]([CH3:4])=[CH2:3])[CH3:8].[CH2:8]([NH+:9]([CH2:10][CH3:11])[CH3:12])[CH3:7], predict the reactants needed to synthesize it. The reactants are: [C:1]([O:6][CH2:7][CH2:8][N:9]([CH2:12]C)[CH2:10][CH3:11])(=[O:5])[C:2]([CH3:4])=[CH2:3].[C:14]1([CH3:25])[CH:19]=[CH:18][C:17]([S:20]([O:23]C)(=[O:22])=[O:21])=[CH:16][CH:15]=1.